This data is from Reaction yield outcomes from USPTO patents with 853,638 reactions. The task is: Predict the reaction yield, written as a fraction of the theoretical maximum amount of product (1.0 means a 100% yield; for example, 0.34 means a 34% yield). (1) The reactants are [NH2:1][C:2]1[C:3]2[O:10][CH:9]=[C:8]([C@H:11]3[C@:15]([CH3:17])([OH:16])[C@H:14]([OH:18])[C@@H:13]([CH2:19][OH:20])[O:12]3)[C:4]=2[N:5]=[CH:6][N:7]=1.[Cl:21][C:22]1[CH:29]=[CH:28][C:25]([CH:26]=O)=[CH:24][CH:23]=1. The catalyst is C1COCC1.[Cl-].[Cl-].[Zn+2]. The product is [NH2:1][C:2]1[C:3]2[O:10][CH:9]=[C:8]([C@H:11]3[C@:15]4([CH3:17])[O:16][CH:26]([C:25]5[CH:28]=[CH:29][C:22]([Cl:21])=[CH:23][CH:24]=5)[O:18][C@@H:14]4[C@@H:13]([CH2:19][OH:20])[O:12]3)[C:4]=2[N:5]=[CH:6][N:7]=1. The yield is 0.550. (2) The reactants are [CH3:1][C:2]([CH3:31])([CH3:30])[CH2:3][C:4]([NH:6][C:7]1[C:8]([CH3:29])=[C:9](B(O)O)[C:10]2[O:14][CH2:13][CH:12]([C:15]3[CH:20]=[CH:19][C:18]([CH:21]([CH3:23])[CH3:22])=[CH:17][CH:16]=3)[C:11]=2[C:24]=1[CH3:25])=[O:5].Br[C:33]1[CH:38]=[CH:37][C:36]([CH3:39])=[CH:35][N:34]=1. No catalyst specified. The product is [CH:21]([C:18]1[CH:19]=[CH:20][C:15]([CH:12]2[C:11]3[C:24]([CH3:25])=[C:7]([NH:6][C:4](=[O:5])[CH2:3][C:2]([CH3:31])([CH3:30])[CH3:1])[C:8]([CH3:29])=[C:9]([C:33]4[CH:38]=[CH:37][C:36]([CH3:39])=[CH:35][N:34]=4)[C:10]=3[O:14][CH2:13]2)=[CH:16][CH:17]=1)([CH3:23])[CH3:22]. The yield is 0.670. (3) The reactants are Cl[C:2]1[CH:7]=[C:6]([O:8][C:9]2[N:14]=[CH:13][C:12]([NH2:15])=[CH:11][CH:10]=2)[CH:5]=[CH:4][N:3]=1.[CH3:16][N:17]1[CH:21]=[C:20](B2OC(C)(C)C(C)(C)O2)[CH:19]=[N:18]1. No catalyst specified. The product is [CH3:16][N:17]1[CH:21]=[C:20]([C:2]2[CH:7]=[C:6]([O:8][C:9]3[N:14]=[CH:13][C:12]([NH2:15])=[CH:11][CH:10]=3)[CH:5]=[CH:4][N:3]=2)[CH:19]=[N:18]1. The yield is 0.640.